This data is from Retrosynthesis with 50K atom-mapped reactions and 10 reaction types from USPTO. The task is: Predict the reactants needed to synthesize the given product. (1) Given the product CCOC(=O)c1ccc(N(CC2CC2)c2cc3c(cc2C)C(C)=CCC3(C)C)cc1, predict the reactants needed to synthesize it. The reactants are: CCOC(=O)c1ccc(Nc2cc3c(cc2C)C(C)=CCC3(C)C)cc1.O=CC1CC1. (2) The reactants are: COC(=O)c1cnc(Cl)c2ccn(C)c12. Given the product Cn1ccc2c(Cl)ncc(C(=O)O)c21, predict the reactants needed to synthesize it. (3) Given the product CC(C)(C)OC(=O)N1C(=O)OC(c2ccc(F)cc2)C1Cc1cccc(CC(F)(F)C(F)F)c1, predict the reactants needed to synthesize it. The reactants are: CC(C)(C)OC(=O)OC(=O)OC(C)(C)C.O=C1NC(Cc2cccc(CC(F)(F)C(F)F)c2)C(c2ccc(F)cc2)O1. (4) Given the product CNc1ccccc1N, predict the reactants needed to synthesize it. The reactants are: CNc1ccccc1[N+](=O)[O-]. (5) Given the product COC(=O)c1cc2cccc(O)c2cc1O, predict the reactants needed to synthesize it. The reactants are: O=C(O)c1cc2cccc(O)c2cc1O.O=C([O-])O. (6) Given the product Cc1cc(CO)ccc1-c1ccc(Cl)c(-c2ccc(C(F)(F)F)cc2CN2C(=O)O[C@H](c3cc(C(F)(F)F)cc(C(F)(F)F)c3)[C@@H]2C)c1, predict the reactants needed to synthesize it. The reactants are: Cc1cc(C(=O)O)ccc1-c1ccc(Cl)c(-c2ccc(C(F)(F)F)cc2CN2C(=O)O[C@H](c3cc(C(F)(F)F)cc(C(F)(F)F)c3)[C@@H]2C)c1. (7) Given the product COc1cccc(C(=O)NC2CCN(Cc3ccc4c(c3)NC(=O)CC4)CC2)c1, predict the reactants needed to synthesize it. The reactants are: COc1cccc(C(=O)Cl)c1.NC1CCN(Cc2ccc3c(c2)NC(=O)CC3)CC1. (8) Given the product CCn1cc(-c2ccnc3[nH]cc(Br)c23)c(-c2cccc(N)c2)n1, predict the reactants needed to synthesize it. The reactants are: CCn1cc(-c2ccnc3[nH]cc(Br)c23)c(-c2cccc([N+](=O)[O-])c2)n1.